This data is from Forward reaction prediction with 1.9M reactions from USPTO patents (1976-2016). The task is: Predict the product of the given reaction. (1) Given the reactants C(O[C:5](=[O:7])[CH3:6])(=O)C.[Cl:8][C:9]1[N:14]=[CH:13][C:12]([NH2:15])=[CH:11][N:10]=1, predict the reaction product. The product is: [Cl:8][C:9]1[N:14]=[CH:13][C:12]([NH:15][C:5](=[O:7])[CH3:6])=[CH:11][N:10]=1. (2) Given the reactants [NH2:1][C:2]1[C:7]([C:8]([C:10]2[CH:15]=[CH:14][CH:13]=[CH:12][C:11]=2[F:16])=[O:9])=[CH:6][CH:5]=[C:4]([NH:17][CH:18]2[CH2:23][CH2:22][NH:21][CH2:20][CH2:19]2)[N:3]=1.C(N(CC)CC)C.[CH2:31]([S:33](Cl)(=[O:35])=[O:34])[CH3:32], predict the reaction product. The product is: [NH2:1][C:2]1[C:7]([C:8]([C:10]2[CH:15]=[CH:14][CH:13]=[CH:12][C:11]=2[F:16])=[O:9])=[CH:6][CH:5]=[C:4]([NH:17][CH:18]2[CH2:19][CH2:20][N:21]([S:33]([CH2:31][CH3:32])(=[O:35])=[O:34])[CH2:22][CH2:23]2)[N:3]=1.